This data is from Full USPTO retrosynthesis dataset with 1.9M reactions from patents (1976-2016). The task is: Predict the reactants needed to synthesize the given product. (1) Given the product [Br:34][C:35]1[CH:40]=[CH:39][C:38]([S:41]([NH:33][C:29]2[CH:30]=[N:31][CH:32]=[C:27]([N:22]3[CH2:23][C@H:24]([CH3:26])[NH:25][C@H:20]([CH3:19])[CH2:21]3)[CH:28]=2)(=[O:43])=[O:42])=[CH:37][C:36]=1[F:45], predict the reactants needed to synthesize it. The reactants are: BrC1C=CC(S(NC2C=CN=C(Cl)C=2)(=O)=O)=CC=1.[CH3:19][C@H:20]1[NH:25][C@@H:24]([CH3:26])[CH2:23][N:22]([C:27]2[CH:28]=[C:29]([NH2:33])[CH:30]=[N:31][CH:32]=2)[CH2:21]1.[Br:34][C:35]1[CH:40]=[CH:39][C:38]([S:41](Cl)(=[O:43])=[O:42])=[CH:37][C:36]=1[F:45]. (2) The reactants are: [C:1]([C:3]1[CH:4]=[C:5]2[C:10](=[CH:11][CH:12]=1)[NH:9][CH2:8][CH:7]([NH:13][S:14]([N:17]1[CH2:22][CH2:21][O:20][CH2:19][CH2:18]1)(=[O:16])=[O:15])[CH2:6]2)#[N:2].[Cl:23][C:24]1[CH:25]=[C:26]([CH:29]=[CH:30][CH:31]=1)[CH:27]=O. Given the product [Cl:23][C:24]1[CH:25]=[C:26]([CH:29]=[CH:30][CH:31]=1)[CH2:27][N:9]1[C:10]2[C:5](=[CH:4][C:3]([C:1]#[N:2])=[CH:12][CH:11]=2)[CH2:6][CH:7]([NH:13][S:14]([N:17]2[CH2:22][CH2:21][O:20][CH2:19][CH2:18]2)(=[O:16])=[O:15])[CH2:8]1, predict the reactants needed to synthesize it. (3) Given the product [CH3:1][C:2]([CH3:25])([CH3:24])[C:3]#[C:4][C:5]1[S:9][C:8]([C:10]([O:12][CH3:13])=[O:11])=[C:7]([N:14]([C@H:15]2[CH2:21][O:20][CH2:19][CH2:18][N:17]([CH3:22])[C:16]2=[O:23])[C:33]([C@H:30]2[CH2:31][CH2:32][C@H:27]([CH3:26])[CH2:28][CH2:29]2)=[O:34])[CH:6]=1, predict the reactants needed to synthesize it. The reactants are: [CH3:1][C:2]([CH3:25])([CH3:24])[C:3]#[C:4][C:5]1[S:9][C:8]([C:10]([O:12][CH3:13])=[O:11])=[C:7]([NH:14][C@H:15]2[CH2:21][O:20][CH2:19][CH2:18][N:17]([CH3:22])[C:16]2=[O:23])[CH:6]=1.[CH3:26][C@H:27]1[CH2:32][CH2:31][C@H:30]([C:33](Cl)=[O:34])[CH2:29][CH2:28]1. (4) Given the product [CH3:1][O:2][C:3]1[CH:4]=[C:5]([CH:23]=[CH:24][C:25]=1[O:26][CH3:27])[CH2:6][CH:7]1[C:16]2[C:11](=[CH:12][C:13]([O:21][CH3:22])=[C:14]([O:17][CH:18]([CH3:20])[CH3:19])[CH:15]=2)[CH2:10][CH2:9][N:8]1[CH2:29][C:30]([NH:45][CH:39]1[C:40]2[C:35](=[C:34]([CH3:33])[CH:43]=[C:42]([CH3:44])[CH:41]=2)[CH2:36][CH2:37][CH2:38]1)=[O:31], predict the reactants needed to synthesize it. The reactants are: [CH3:1][O:2][C:3]1[CH:4]=[C:5]([CH:23]=[CH:24][C:25]=1[O:26][CH3:27])[CH2:6][CH:7]1[C:16]2[C:11](=[CH:12][C:13]([O:21][CH3:22])=[C:14]([O:17][CH:18]([CH3:20])[CH3:19])[CH:15]=2)[CH2:10][CH2:9][NH:8]1.Br[CH2:29][C:30](Br)=[O:31].[CH3:33][C:34]1[CH:43]=[C:42]([CH3:44])[CH:41]=[C:40]2[C:35]=1[CH2:36][CH2:37][CH2:38][CH:39]2[NH2:45]. (5) Given the product [CH:8](=[C:2]1[CH2:3][CH2:4][CH2:5][C:6](=[CH:8][C:9]2[CH:14]=[CH:13][CH:12]=[CH:11][CH:10]=2)[C:1]1=[O:7])[C:9]1[CH:14]=[CH:13][CH:12]=[CH:11][CH:10]=1, predict the reactants needed to synthesize it. The reactants are: [C:1]1(=[O:7])[CH2:6][CH2:5][CH2:4][CH2:3][CH2:2]1.[CH:8](=O)[C:9]1[CH:14]=[CH:13][CH:12]=[CH:11][CH:10]=1. (6) Given the product [CH3:20][N:18]1[CH:19]=[C:15]([N:14]2[C:5]3[C:4]4[CH:3]=[C:2]([C:32]5[CH:33]=[C:34]6[NH:40][CH:39]=[CH:38][C:35]6=[N:36][CH:37]=5)[CH:11]=[CH:10][C:9]=4[N:8]=[CH:7][C:6]=3[N:12]([CH3:23])[C:13]2=[O:22])[C:16]([CH3:21])=[N:17]1, predict the reactants needed to synthesize it. The reactants are: Br[C:2]1[CH:11]=[CH:10][C:9]2[N:8]=[CH:7][C:6]3[N:12]([CH3:23])[C:13](=[O:22])[N:14]([C:15]4[C:16]([CH3:21])=[N:17][N:18]([CH3:20])[CH:19]=4)[C:5]=3[C:4]=2[CH:3]=1.CC1(C)C(C)(C)OB([C:32]2[CH:33]=[C:34]3[NH:40][CH:39]=[CH:38][C:35]3=[N:36][CH:37]=2)O1.